Dataset: Forward reaction prediction with 1.9M reactions from USPTO patents (1976-2016). Task: Predict the product of the given reaction. (1) Given the reactants Cl.[Cl:2][C:3]1[CH:8]=[CH:7][C:6]([OH:9])=[CH:5][C:4]=1[C:10]1[N:15]=[C:14]([C:16]2[C:17]([CH3:22])=[N:18][O:19][C:20]=2[CH3:21])[C:13]([CH3:23])=[C:12]([NH:24][C@H:25]2[CH2:30][CH2:29][NH:28][C@@H:27]([CH3:31])[CH2:26]2)[N:11]=1.C(O[C:35]1(O[Si](C)(C)C)[CH2:37][CH2:36]1)C.CC(O)=O.[BH3-]C#N.[Na+], predict the reaction product. The product is: [Cl:2][C:3]1[CH:8]=[CH:7][C:6]([OH:9])=[CH:5][C:4]=1[C:10]1[N:11]=[C:12]([NH:24][C@H:25]2[CH2:30][CH2:29][N:28]([CH:35]3[CH2:37][CH2:36]3)[C@@H:27]([CH3:31])[CH2:26]2)[C:13]([CH3:23])=[C:14]([C:16]2[C:17]([CH3:22])=[N:18][O:19][C:20]=2[CH3:21])[N:15]=1. (2) Given the reactants [C:1]([O:5][C:6]([N:8]1[CH2:12][CH2:11][CH:10]([C:13]2[CH:14]=[C:15]([CH:19]=[CH:20][CH:21]=2)[C:16]([OH:18])=O)[CH2:9]1)=[O:7])([CH3:4])([CH3:3])[CH3:2].C1C=CC2N(O)N=NC=2C=1.CCN=C=NCCCN(C)C.[NH2:43][CH2:44][CH:45]([OH:57])[CH2:46][N:47]1[CH2:56][CH2:55][C:54]2[C:49](=[CH:50][CH:51]=[CH:52][CH:53]=2)[CH2:48]1, predict the reaction product. The product is: [CH2:48]1[C:49]2[C:54](=[CH:53][CH:52]=[CH:51][CH:50]=2)[CH2:55][CH2:56][N:47]1[CH2:46][CH:45]([OH:57])[CH2:44][NH:43][C:16]([C:15]1[CH:14]=[C:13]([CH:10]2[CH2:11][CH2:12][N:8]([C:6]([O:5][C:1]([CH3:2])([CH3:3])[CH3:4])=[O:7])[CH2:9]2)[CH:21]=[CH:20][CH:19]=1)=[O:18]. (3) Given the reactants [C:1]1(B(O)O)[CH:6]=[CH:5][CH:4]=[CH:3][CH:2]=1.C(=O)([O-])[O-].[Na+].[Na+].Br[C:17]1[C:18]([N:35]2[CH2:40][CH2:39][CH2:38][C@@H:37]([NH:41][C:42](=[O:48])[O:43][C:44]([CH3:47])([CH3:46])[CH3:45])[CH2:36]2)=[C:19]2[C:25]([NH:26][C:27](=[O:34])[C:28]3[CH:33]=[CH:32][CH:31]=[N:30][CH:29]=3)=[CH:24][NH:23][C:20]2=[N:21][CH:22]=1.CC#N.O, predict the reaction product. The product is: [C:27]([NH:26][C:25]1[C:19]2[C:20](=[N:21][CH:22]=[C:17]([C:1]3[CH:6]=[CH:5][CH:4]=[CH:3][CH:2]=3)[C:18]=2[N:35]2[CH2:40][CH2:39][CH2:38][C@@H:37]([NH:41][C:42](=[O:48])[O:43][C:44]([CH3:46])([CH3:45])[CH3:47])[CH2:36]2)[NH:23][CH:24]=1)(=[O:34])[C:28]1[CH:33]=[CH:32][CH:31]=[N:30][CH:29]=1.